This data is from Full USPTO retrosynthesis dataset with 1.9M reactions from patents (1976-2016). The task is: Predict the reactants needed to synthesize the given product. Given the product [Cl:1][C:2]1[C:33]([C:34]2([C:37]#[N:38])[CH2:36][CH2:35]2)=[CH:32][CH:31]=[CH:30][C:3]=1[C:4]([N:6]([C:42]([CH:39]1[CH2:41][CH2:40]1)=[O:43])[C:7]1[CH:12]=[C:11]([O:13][C:14]2[N:19]=[C:18]3[S:20][C:21]([NH:23][C:24]([CH:26]4[CH2:28][CH2:27]4)=[O:25])=[N:22][C:17]3=[CH:16][CH:15]=2)[CH:10]=[CH:9][C:8]=1[F:29])=[O:5], predict the reactants needed to synthesize it. The reactants are: [Cl:1][C:2]1[C:33]([C:34]2([C:37]#[N:38])[CH2:36][CH2:35]2)=[CH:32][CH:31]=[CH:30][C:3]=1[C:4]([NH:6][C:7]1[CH:12]=[C:11]([O:13][C:14]2[N:19]=[C:18]3[S:20][C:21]([NH:23][C:24]([CH:26]4[CH2:28][CH2:27]4)=[O:25])=[N:22][C:17]3=[CH:16][CH:15]=2)[CH:10]=[CH:9][C:8]=1[F:29])=[O:5].[CH:39]1([C:42](Cl)=[O:43])[CH2:41][CH2:40]1.